From a dataset of Reaction yield outcomes from USPTO patents with 853,638 reactions. Predict the reaction yield, written as a fraction of the theoretical maximum amount of product (1.0 means a 100% yield; for example, 0.34 means a 34% yield). (1) The product is [C:1]([O:5][C:6]([C:8]1([CH2:11][CH:12]=[O:14])[CH2:10][CH2:9]1)=[O:7])([CH3:4])([CH3:3])[CH3:2]. The yield is 1.00. The catalyst is CO.ClCCl. The reactants are [C:1]([O:5][C:6]([C:8]1([CH2:11][CH:12]=C)[CH2:10][CH2:9]1)=[O:7])([CH3:4])([CH3:3])[CH3:2].[O:14]=[O+][O-]. (2) The reactants are Br[C:2]1[C:7](=[O:8])[N:6]([CH2:9][C:10]2[CH:15]=[CH:14][C:13]([C:16]3[C:17]([C:22]#[N:23])=[CH:18][CH:19]=[CH:20][CH:21]=3)=[CH:12][CH:11]=2)[C:5]([CH2:24][CH2:25][CH2:26][CH3:27])=[N:4][C:3]=1[CH3:28].[F:29][C:30]1[CH:35]=[CH:34][C:33](B(O)O)=[CH:32][CH:31]=1.C(=O)([O-])[O-].[Cs+].[Cs+]. The catalyst is O1CCOCC1.C(OCC)(=O)C.C1C=CC(P(C2C=CC=CC=2)[C-]2C=CC=C2)=CC=1.C1C=CC(P(C2C=CC=CC=2)[C-]2C=CC=C2)=CC=1.Cl[Pd]Cl.[Fe+2]. The product is [CH2:24]([C:5]1[N:6]([CH2:9][C:10]2[CH:15]=[CH:14][C:13]([C:16]3[C:17]([C:22]#[N:23])=[CH:18][CH:19]=[CH:20][CH:21]=3)=[CH:12][CH:11]=2)[C:7](=[O:8])[C:2]([C:33]2[CH:34]=[CH:35][C:30]([F:29])=[CH:31][CH:32]=2)=[C:3]([CH3:28])[N:4]=1)[CH2:25][CH2:26][CH3:27]. The yield is 0.970. (3) The catalyst is C([O-])(=O)C.[Pd+2].C([O-])(=O)C.C(COC)OC. The reactants are Br[C:2]1[N:7]=[CH:6][C:5]([CH3:8])=[CH:4][CH:3]=1.[C:9]1(B(O)O)[CH:14]=[CH:13][CH:12]=[CH:11][CH:10]=1.C1(P(C2C=CC=CC=2)C2C=CC=CC=2)C=CC=CC=1.C([O-])([O-])=O.[K+].[K+]. The product is [CH3:8][C:5]1[CH:6]=[N:7][C:2]([C:9]2[CH:14]=[CH:13][CH:12]=[CH:11][CH:10]=2)=[CH:3][CH:4]=1. The yield is 0.841. (4) The yield is 0.990. The reactants are [N+:1]([C:4]1[C:10]([OH:11])=[CH:9][CH:8]=[CH:7][C:5]=1[OH:6])([O-])=O.[H][H]. The product is [NH2:1][C:4]1[C:10]([OH:11])=[CH:9][CH:8]=[CH:7][C:5]=1[OH:6]. The catalyst is CO.[Pd]. (5) The reactants are [Cl:1][S:2]([OH:5])(=O)=[O:3].[Br:6][C:7]1[CH:8]=[CH:9][C:10]([NH2:13])=[N:11][CH:12]=1. No catalyst specified. The product is [NH2:13][C:10]1[C:9]([S:2]([Cl:1])(=[O:5])=[O:3])=[CH:8][C:7]([Br:6])=[CH:12][N:11]=1. The yield is 0.770. (6) The reactants are N1C=CC=CC=1.Cl.[CH3:8][NH:9][O:10][CH3:11].[Br:12][C:13]1[CH:21]=[CH:20][C:16]([C:17](Cl)=[O:18])=[CH:15][CH:14]=1. The catalyst is C(Cl)Cl. The product is [Br:12][C:13]1[CH:21]=[CH:20][C:16]([C:17]([N:9]([CH3:8])[O:10][CH3:11])=[O:18])=[CH:15][CH:14]=1. The yield is 0.740. (7) The reactants are [CH3:1][O:2][C:3]1[C:4]([O:15][CH2:16][CH2:17][CH2:18][Cl:19])=[CH:5][C:6]([N+:12]([O-])=O)=[C:7]([CH:11]=1)[C:8]([OH:10])=[O:9].[H][H]. The catalyst is [Pd].CO. The product is [CH3:1][O:2][C:3]1[CH:11]=[C:7]([C:8]([OH:10])=[O:9])[C:6]([NH2:12])=[CH:5][C:4]=1[O:15][CH2:16][CH2:17][CH2:18][Cl:19]. The yield is 0.970. (8) The reactants are [Cl:1][C:2]1[C:3]2[C:10]([NH:11][C@H:12]([C@@H:16]([OH:18])[CH3:17])[C:13]([OH:15])=O)=[CH:9][CH:8]=[C:7]([C:19]#[N:20])[C:4]=2[S:5][CH:6]=1.[C:21]([C:23]1[CH:32]=[CH:31][C:26]([C:27]([NH:29][NH2:30])=[O:28])=[CH:25][CH:24]=1)#[N:22].C1C=CC2N(O)N=NC=2C=1.C(Cl)CCl.CCN(CC)CC. The catalyst is C1COCC1.CN(C=O)C. The product is [Cl:1][C:2]1[C:3]2[C:10]([NH:11][C@H:12]([C@@H:16]([OH:18])[CH3:17])[C:13]([NH:30][NH:29][C:27](=[O:28])[C:26]3[CH:25]=[CH:24][C:23]([C:21]#[N:22])=[CH:32][CH:31]=3)=[O:15])=[CH:9][CH:8]=[C:7]([C:19]#[N:20])[C:4]=2[S:5][CH:6]=1. The yield is 0.740.